From a dataset of Catalyst prediction with 721,799 reactions and 888 catalyst types from USPTO. Predict which catalyst facilitates the given reaction. (1) Reactant: [C:1]([C:3]1[N:8]=[C:7]([CH2:9][CH2:10][CH2:11][CH2:12][C:13]([O:15][CH2:16][CH2:17][Si:18]([CH3:21])([CH3:20])[CH3:19])=[O:14])[CH:6]=[CH:5][CH:4]=1)#[N:2].[C:22](OC)(=[O:30])[C:23]1[C:24](=[CH:26][CH:27]=[CH:28][CH:29]=1)[SH:25].C(N(CC)CC)C. Product: [O:30]=[C:22]1[C:23]2[CH:29]=[CH:28][CH:27]=[CH:26][C:24]=2[S:25][C:1]([C:3]2[N:8]=[C:7]([CH2:9][CH2:10][CH2:11][CH2:12][C:13]([O:15][CH2:16][CH2:17][Si:18]([CH3:20])([CH3:19])[CH3:21])=[O:14])[CH:6]=[CH:5][CH:4]=2)=[N:2]1. The catalyst class is: 11. (2) Reactant: [CH:1]1([NH:4][C:5]([C:7]2[N:8]=[N:9][N:10]([C:14]3[CH:19]=[CH:18][C:17]([C:20]([NH:22][CH2:23][CH3:24])=[O:21])=[CH:16][CH:15]=3)[C:11]=2[CH2:12][OH:13])=[O:6])[CH2:3][CH2:2]1.[F:25][C:26]1[CH:27]=[C:28](O)[CH:29]=[CH:30][CH:31]=1.C(P(CCCC)CCCC)CCC.C1CCN(C(N=NC(N2CCCCC2)=O)=O)CC1. Product: [CH:1]1([NH:4][C:5]([C:7]2[N:8]=[N:9][N:10]([C:14]3[CH:19]=[CH:18][C:17]([C:20]([NH:22][CH2:23][CH3:24])=[O:21])=[CH:16][CH:15]=3)[C:11]=2[CH2:12][O:13][C:30]2[CH:29]=[CH:28][CH:27]=[C:26]([F:25])[CH:31]=2)=[O:6])[CH2:2][CH2:3]1. The catalyst class is: 20. (3) Reactant: [CH2:1]([C:3]1[CH:4]=[N:5][C:6]([C:9]2[CH:14]=[CH:13][C:12]([CH:15]([NH:22][C:23]3[CH:31]=[CH:30][C:26]([C:27](O)=[O:28])=[CH:25][CH:24]=3)[CH2:16][CH2:17][C:18]([F:21])([F:20])[F:19])=[C:11]([CH3:32])[CH:10]=2)=[N:7][CH:8]=1)[CH3:2].[NH:33]1[CH2:38][CH2:37][CH2:36][C@@H:35]([C:39]([O:41][CH2:42][CH3:43])=[O:40])[CH2:34]1.ON1C2C=CC=CC=2N=N1.Cl.C(N=C=NCCCN(C)C)C.C(N(C(C)C)CC)(C)C. Product: [CH2:1]([C:3]1[CH:8]=[N:7][C:6]([C:9]2[CH:14]=[CH:13][C:12]([CH:15]([NH:22][C:23]3[CH:24]=[CH:25][C:26]([C:27]([N:33]4[CH2:38][CH2:37][CH2:36][C@@H:35]([C:39]([O:41][CH2:42][CH3:43])=[O:40])[CH2:34]4)=[O:28])=[CH:30][CH:31]=3)[CH2:16][CH2:17][C:18]([F:20])([F:21])[F:19])=[C:11]([CH3:32])[CH:10]=2)=[N:5][CH:4]=1)[CH3:2]. The catalyst class is: 35. (4) Product: [CH3:31][S:32]([O:1][CH:2]1[CH2:5][N:4]([C:6]2[S:7][CH:8]=[C:9]([C:11]([N:13]3[CH2:14][CH:15]([NH:17][C:18]([O:20][CH2:21][C:22]4[CH:27]=[CH:26][C:25]([N+:28]([O-:30])=[O:29])=[CH:24][CH:23]=4)=[O:19])[CH2:16]3)=[O:12])[N:10]=2)[CH2:3]1)(=[O:34])=[O:33]. The catalyst class is: 2. Reactant: [OH:1][CH:2]1[CH2:5][N:4]([C:6]2[S:7][CH:8]=[C:9]([C:11]([N:13]3[CH2:16][CH:15]([NH:17][C:18]([O:20][CH2:21][C:22]4[CH:27]=[CH:26][C:25]([N+:28]([O-:30])=[O:29])=[CH:24][CH:23]=4)=[O:19])[CH2:14]3)=[O:12])[N:10]=2)[CH2:3]1.[CH3:31][S:32](Cl)(=[O:34])=[O:33].C(N(CC)CC)C. (5) Reactant: [O:1]1[CH2:5][CH2:4][C@H:3]([O:6][C:7]2[CH:12]=[CH:11][N:10]=[C:9]([NH2:13])[N:8]=2)[CH2:2]1.C1C(=O)N([Br:21])C(=O)C1. Product: [Br:21][C:12]1[C:7]([O:6][C@H:3]2[CH2:4][CH2:5][O:1][CH2:2]2)=[N:8][C:9]([NH2:13])=[N:10][CH:11]=1. The catalyst class is: 2. (6) Reactant: [CH3:1][N:2]([CH3:23])[C:3]1[CH:19]=[C:18]([N+:20]([O-])=O)[CH:17]=[CH:16][C:4]=1[C:5]([NH:7][CH2:8][CH2:9][N:10]1[CH2:15][CH2:14][O:13][CH2:12][CH2:11]1)=[O:6]. Product: [NH2:20][C:18]1[CH:17]=[CH:16][C:4]([C:5]([NH:7][CH2:8][CH2:9][N:10]2[CH2:15][CH2:14][O:13][CH2:12][CH2:11]2)=[O:6])=[C:3]([N:2]([CH3:23])[CH3:1])[CH:19]=1. The catalyst class is: 19. (7) Reactant: O.O.O.Cl.[CH:5]1[C:21]2[CH2:20][C@H:19]3[N:22]([CH2:24][CH2:25][C@@:11]45[C@H:18]3[CH:17]=[CH:16][C@H:14]([OH:15])[C@@H:12]4[O:13][C:9]([C:10]=25)=[C:7]([OH:8])[CH:6]=1)[CH3:23].C(=O)([O-])O.[Na+]. Product: [CH:5]1[C:21]2[CH2:20][C@H:19]3[N:22]([CH2:24][CH2:25][C@@:11]45[C@H:18]3[CH:17]=[CH:16][C@H:14]([OH:15])[C@@H:12]4[O:13][C:9]([C:10]=25)=[C:7]([OH:8])[CH:6]=1)[CH3:23]. The catalyst class is: 6. (8) Reactant: Br[C:2]1[CH:3]=[C:4]2[C:8](=[C:9]([C:11]([NH2:13])=[O:12])[CH:10]=1)[NH:7][CH:6]=[C:5]2[CH:14]1[CH2:19][CH2:18][S:17](=[O:21])(=[O:20])[C:16]([CH3:23])([CH3:22])[CH2:15]1.CC1(C)C(C)(C)OB([C:32]2[CH:33]=[C:34]([CH:37]=[O:38])[S:35][CH:36]=2)O1.C([O-])([O-])=O.[K+].[K+]. Product: [CH3:22][C:16]1([CH3:23])[CH2:15][CH:14]([C:5]2[C:4]3[C:8](=[C:9]([C:11]([NH2:13])=[O:12])[CH:10]=[C:2]([C:32]4[CH:33]=[C:34]([CH:37]=[O:38])[S:35][CH:36]=4)[CH:3]=3)[NH:7][CH:6]=2)[CH2:19][CH2:18][S:17]1(=[O:21])=[O:20]. The catalyst class is: 117. (9) Reactant: [CH3:1]N(C)C=O.[Cl:6][C:7]1[CH:12]=[CH:11][C:10]([S:13]([CH:16]([C:24]2[CH:29]=[C:28]([F:30])[CH:27]=[CH:26][C:25]=2[F:31])[C:17]2[CH:22]=[CH:21][C:20]([CH3:23])=[CH:19][N:18]=2)(=[O:15])=[O:14])=[CH:9][CH:8]=1.[H-].[Na+].CI. Product: [Cl:6][C:7]1[CH:12]=[CH:11][C:10]([S:13]([C:16]([C:17]2[CH:22]=[CH:21][C:20]([CH3:23])=[CH:19][N:18]=2)([C:24]2[CH:29]=[C:28]([F:30])[CH:27]=[CH:26][C:25]=2[F:31])[CH3:1])(=[O:14])=[O:15])=[CH:9][CH:8]=1. The catalyst class is: 805. (10) Reactant: C(N(CC)CC)C.[O:8]=[C:9]1[N:15]([CH:16]2[CH2:21][CH2:20][N:19]([C:22]([O:24][C@@H:25]([C:39]([OH:41])=O)[CH2:26][C:27]3[CH:32]=[C:31]([C:33]([F:36])([F:35])[F:34])[C:30]([NH2:37])=[C:29]([Cl:38])[CH:28]=3)=[O:23])[CH2:18][CH2:17]2)[CH2:14][CH2:13][C:12]2[CH:42]=[CH:43][CH:44]=[CH:45][C:11]=2[NH:10]1.[CH3:46][N:47]1[CH2:52][CH2:51][N:50]([CH:53]2[CH2:58][CH2:57][NH:56][CH2:55][CH2:54]2)[C@H:49]([C:59]([O:61][CH2:62][CH3:63])=[O:60])[CH2:48]1.CN(C(ON1N=NC2C=CC=CC1=2)=[N+](C)C)C.[B-](F)(F)(F)F. Product: [NH2:37][C:30]1[C:31]([C:33]([F:36])([F:35])[F:34])=[CH:32][C:27]([CH2:26][C@@H:25]([O:24][C:22]([N:19]2[CH2:20][CH2:21][CH:16]([N:15]3[CH2:14][CH2:13][C:12]4[CH:42]=[CH:43][CH:44]=[CH:45][C:11]=4[NH:10][C:9]3=[O:8])[CH2:17][CH2:18]2)=[O:23])[C:39]([N:56]2[CH2:57][CH2:58][CH:53]([N:50]3[CH2:51][CH2:52][N:47]([CH3:46])[CH2:48][C@H:49]3[C:59]([O:61][CH2:62][CH3:63])=[O:60])[CH2:54][CH2:55]2)=[O:41])=[CH:28][C:29]=1[Cl:38]. The catalyst class is: 3.